From a dataset of Catalyst prediction with 721,799 reactions and 888 catalyst types from USPTO. Predict which catalyst facilitates the given reaction. (1) Reactant: [CH3:1][C:2]1[C:11]([N+:12]([O-])=O)=[CH:10][C:5]2=[N:6][C:7](=[O:9])[N:8]=[C:4]2[CH:3]=1. Product: [NH2:12][C:11]1[C:2]([CH3:1])=[CH:3][C:4]2=[N:8][C:7](=[O:9])[N:6]=[C:5]2[CH:10]=1. The catalyst class is: 63. (2) Reactant: [CH3:1][C:2]1([CH3:12])[CH2:10][C:9](=[O:11])[CH2:8][CH:7]2[N:3]1[CH2:4][CH2:5][CH2:6]2.[Li+].[CH3:14]C([N-]C(C)C)C.CI. Product: [CH3:1][C:2]1([CH3:12])[CH2:10][C:9](=[O:11])[CH:8]([CH3:14])[CH:7]2[N:3]1[CH2:4][CH2:5][CH2:6]2. The catalyst class is: 1. (3) Reactant: [F:1][CH2:2][CH:3]([OH:7])[C:4]([O-:6])=[O:5].[C:8]1([CH:14]([NH3+])C)[CH:13]=[CH:12][CH:11]=[CH:10][CH:9]=1.C(Br)C1C=CC=CC=1. The catalyst class is: 31. Product: [F:1][CH2:2][CH:3]([OH:7])[C:4]([O:6][CH2:14][C:8]1[CH:13]=[CH:12][CH:11]=[CH:10][CH:9]=1)=[O:5]. (4) Reactant: [Cl:1][C:2]1[C:3]([C:15]2[C:23]3[C:18](=[CH:19][CH:20]=[CH:21][CH:22]=3)[N:17]([S:24]([C:27]3[CH:32]=[CH:31][CH:30]=[CH:29][CH:28]=3)(=[O:26])=[O:25])[CH:16]=2)=[N:4][C:5]([NH:8][CH:9]2[CH2:14][CH2:13][NH:12][CH2:11][CH2:10]2)=[N:6][CH:7]=1.[C:33]([NH:36][C:37]1[CH:45]=[CH:44][C:40]([C:41](O)=[O:42])=[C:39]([CH3:46])[CH:38]=1)(=[O:35])[CH3:34].CN(C(ON1N=NC2C=CC=CC1=2)=[N+](C)C)C.F[P-](F)(F)(F)(F)F.CCN(C(C)C)C(C)C. Product: [Cl:1][C:2]1[C:3]([C:15]2[C:23]3[C:18](=[CH:19][CH:20]=[CH:21][CH:22]=3)[N:17]([S:24]([C:27]3[CH:32]=[CH:31][CH:30]=[CH:29][CH:28]=3)(=[O:26])=[O:25])[CH:16]=2)=[N:4][C:5]([NH:8][CH:9]2[CH2:10][CH2:11][N:12]([C:41]([C:40]3[CH:44]=[CH:45][C:37]([NH:36][C:33](=[O:35])[CH3:34])=[CH:38][C:39]=3[CH3:46])=[O:42])[CH2:13][CH2:14]2)=[N:6][CH:7]=1. The catalyst class is: 2. (5) Reactant: [CH3:1][C:2]1[C:11]2[NH:10][C:9](=[O:12])[CH2:8][NH:7][C:6]=2[N:5]=[CH:4][CH:3]=1.[F:13][C:14]([F:30])([F:29])[O:15][C:16]1[CH:28]=[CH:27][C:19]([O:20][CH:21]([CH2:25][CH3:26])[C:22](O)=[O:23])=[CH:18][CH:17]=1.Cl.CN(C)CCCN=C=NCC.O.ON1C2C=CC=CC=2N=N1. Product: [CH3:1][C:2]1[C:11]2[NH:10][C:9](=[O:12])[CH2:8][N:7]([C:22](=[O:23])[CH:21]([O:20][C:19]3[CH:27]=[CH:28][C:16]([O:15][C:14]([F:30])([F:29])[F:13])=[CH:17][CH:18]=3)[CH2:25][CH3:26])[C:6]=2[N:5]=[CH:4][CH:3]=1. The catalyst class is: 35.